Dataset: Peptide-MHC class I binding affinity with 185,985 pairs from IEDB/IMGT. Task: Regression. Given a peptide amino acid sequence and an MHC pseudo amino acid sequence, predict their binding affinity value. This is MHC class I binding data. (1) The peptide sequence is DTVWEVQGY. The MHC is HLA-A24:02 with pseudo-sequence HLA-A24:02. The binding affinity (normalized) is 0. (2) The peptide sequence is NLRCHSAHV. The MHC is HLA-A02:02 with pseudo-sequence HLA-A02:02. The binding affinity (normalized) is 0.450. (3) The peptide sequence is ATNNLGFMY. The MHC is HLA-B58:01 with pseudo-sequence HLA-B58:01. The binding affinity (normalized) is 0.351.